Dataset: Peptide-MHC class I binding affinity with 185,985 pairs from IEDB/IMGT. Task: Regression. Given a peptide amino acid sequence and an MHC pseudo amino acid sequence, predict their binding affinity value. This is MHC class I binding data. (1) The peptide sequence is WMQELRAGA. The MHC is HLA-A01:01 with pseudo-sequence HLA-A01:01. The binding affinity (normalized) is 0.0847. (2) The peptide sequence is AYSKSLKELV. The MHC is HLA-A24:02 with pseudo-sequence HLA-A24:02. The binding affinity (normalized) is 0.272. (3) The peptide sequence is SPKIDRGWV. The binding affinity (normalized) is 0.0847. The MHC is HLA-B15:17 with pseudo-sequence HLA-B15:17.